This data is from Merck oncology drug combination screen with 23,052 pairs across 39 cell lines. The task is: Regression. Given two drug SMILES strings and cell line genomic features, predict the synergy score measuring deviation from expected non-interaction effect. (1) Drug 1: O=P1(N(CCCl)CCCl)NCCCO1. Drug 2: Cn1c(=O)n(-c2ccc(C(C)(C)C#N)cc2)c2c3cc(-c4cnc5ccccc5c4)ccc3ncc21. Cell line: CAOV3. Synergy scores: synergy=25.7. (2) Drug 1: CC1CC2C3CCC4=CC(=O)C=CC4(C)C3(F)C(O)CC2(C)C1(O)C(=O)CO. Drug 2: O=C(CCCCCCC(=O)Nc1ccccc1)NO. Cell line: A2058. Synergy scores: synergy=-12.4. (3) Drug 1: COc1cc(C2c3cc4c(cc3C(OC3OC5COC(C)OC5C(O)C3O)C3COC(=O)C23)OCO4)cc(OC)c1O. Drug 2: CNC(=O)c1cc(Oc2ccc(NC(=O)Nc3ccc(Cl)c(C(F)(F)F)c3)cc2)ccn1. Cell line: HT29. Synergy scores: synergy=-5.50. (4) Drug 1: COc1cccc2c1C(=O)c1c(O)c3c(c(O)c1C2=O)CC(O)(C(=O)CO)CC3OC1CC(N)C(O)C(C)O1. Drug 2: C=CCn1c(=O)c2cnc(Nc3ccc(N4CCN(C)CC4)cc3)nc2n1-c1cccc(C(C)(C)O)n1. Cell line: SKMES1. Synergy scores: synergy=1.85. (5) Drug 1: O=C(CCCCCCC(=O)Nc1ccccc1)NO. Drug 2: CC1(c2nc3c(C(N)=O)cccc3[nH]2)CCCN1. Cell line: OV90. Synergy scores: synergy=4.51. (6) Drug 2: Cc1nc(Nc2ncc(C(=O)Nc3c(C)cccc3Cl)s2)cc(N2CCN(CCO)CC2)n1. Cell line: UWB1289BRCA1. Drug 1: O=C(CCCCCCC(=O)Nc1ccccc1)NO. Synergy scores: synergy=1.50. (7) Synergy scores: synergy=11.5. Cell line: PA1. Drug 1: Nc1ccn(C2OC(CO)C(O)C2(F)F)c(=O)n1. Drug 2: NC1(c2ccc(-c3nc4ccn5c(=O)[nH]nc5c4cc3-c3ccccc3)cc2)CCC1.